Dataset: Full USPTO retrosynthesis dataset with 1.9M reactions from patents (1976-2016). Task: Predict the reactants needed to synthesize the given product. Given the product [Cl:8][C:5]1[CH:6]=[CH:7][C:2]([C:9]2[CH:14]=[CH:13][CH:12]=[CH:11][CH:10]=2)=[N:3][CH:4]=1, predict the reactants needed to synthesize it. The reactants are: Cl[C:2]1[CH:7]=[CH:6][C:5]([Cl:8])=[CH:4][N:3]=1.[C:9]1(B(O)O)[CH:14]=[CH:13][CH:12]=[CH:11][CH:10]=1.